This data is from NCI-60 drug combinations with 297,098 pairs across 59 cell lines. The task is: Regression. Given two drug SMILES strings and cell line genomic features, predict the synergy score measuring deviation from expected non-interaction effect. Drug 1: CC1C(C(CC(O1)OC2CC(CC3=C2C(=C4C(=C3O)C(=O)C5=C(C4=O)C(=CC=C5)OC)O)(C(=O)CO)O)N)O.Cl. Drug 2: CCN(CC)CCCC(C)NC1=C2C=C(C=CC2=NC3=C1C=CC(=C3)Cl)OC. Cell line: SNB-19. Synergy scores: CSS=20.2, Synergy_ZIP=-5.21, Synergy_Bliss=4.95, Synergy_Loewe=3.11, Synergy_HSA=4.19.